Task: Binary Classification. Given a T-cell receptor sequence (or CDR3 region) and an epitope sequence, predict whether binding occurs between them.. Dataset: TCR-epitope binding with 47,182 pairs between 192 epitopes and 23,139 TCRs (1) The epitope is GTSGSPIVNR. Result: 1 (the TCR binds to the epitope). The TCR CDR3 sequence is CASGLGSYEQYF. (2) The epitope is QIKVRVKMV. The TCR CDR3 sequence is CASSLAARPDEQFF. Result: 0 (the TCR does not bind to the epitope).